From a dataset of Catalyst prediction with 721,799 reactions and 888 catalyst types from USPTO. Predict which catalyst facilitates the given reaction. (1) Reactant: [Cl:1][C:2]1[CH:7]=[CH:6][C:5]([C:8]2([C:13]3[S:14][CH:15]=[C:16]([C:18](OCC)=[O:19])[N:17]=3)[CH2:12][CH2:11][O:10][CH2:9]2)=[CH:4][CH:3]=1.[Li+].[BH4-].CO. Product: [Cl:1][C:2]1[CH:7]=[CH:6][C:5]([C:8]2([C:13]3[S:14][CH:15]=[C:16]([CH2:18][OH:19])[N:17]=3)[CH2:12][CH2:11][O:10][CH2:9]2)=[CH:4][CH:3]=1. The catalyst class is: 1. (2) Reactant: [O:1]=[C:2]1[C:10]2[CH2:9][CH2:8][CH2:7][CH2:6][C:5]=2[N:4]([CH2:11][C:12]([O:14]C(C)(C)C)=[O:13])[NH:3]1.C(O)(C(F)(F)F)=O. Product: [O:1]=[C:2]1[C:10]2[CH2:9][CH2:8][CH2:7][CH2:6][C:5]=2[N:4]([CH2:11][C:12]([OH:14])=[O:13])[NH:3]1. The catalyst class is: 2. (3) Reactant: [CH3:1][S:2]([NH:5][C:6]1[CH:20]=[CH:19][C:9]([O:10][C:11]2[CH:18]=[CH:17][C:14]([CH:15]=O)=[CH:13][CH:12]=2)=[CH:8][CH:7]=1)(=[O:4])=[O:3].C(O)(=O)C.[Cl:25][CH2:26][CH2:27][NH:28][CH2:29][CH2:30][Cl:31].C(O[BH-](OC(=O)C)OC(=O)C)(=O)C.[Na+]. Product: [Cl:25][CH2:26][CH2:27][N:28]([CH2:15][C:14]1[CH:17]=[CH:18][C:11]([O:10][C:9]2[CH:19]=[CH:20][C:6]([NH:5][S:2]([CH3:1])(=[O:4])=[O:3])=[CH:7][CH:8]=2)=[CH:12][CH:13]=1)[CH2:29][CH2:30][Cl:31]. The catalyst class is: 35. (4) Product: [NH2:1][CH2:2][C@H:3]1[CH2:8][CH2:7][C@H:6]([C:19]([OH:18])([CH3:20])[CH3:13])[CH2:5][CH2:4]1. The catalyst class is: 1. Reactant: [NH2:1][CH2:2][C@H:3]1[CH2:8][CH2:7][C@H:6](C(OC)=O)[CH2:5][CH2:4]1.[CH3:13][Mg]Br.CC(=O)[O:18][CH2:19][CH3:20].